This data is from Full USPTO retrosynthesis dataset with 1.9M reactions from patents (1976-2016). The task is: Predict the reactants needed to synthesize the given product. (1) Given the product [N:1]1([CH2:11][CH2:12][CH2:13][CH2:14][N:1]2[CH:5]=[CH:4][N:3]=[CH:2]2)[CH:5]=[CH:4][N:3]=[CH:2]1, predict the reactants needed to synthesize it. The reactants are: [NH:1]1[CH:5]=[CH:4][N:3]=[CH:2]1.[H-].[Na+].[H][H].Br[CH2:11][CH2:12][CH2:13][CH2:14]Br. (2) Given the product [F:52][C:49]1[CH:50]=[C:51]2[C:46](=[CH:47][CH:48]=1)[N:45]([CH2:53][C:54]([O:56][CH3:57])=[O:55])[C:44]([CH3:58])=[C:43]2[C:40]1[N:41]=[N:42][C:37]([OH:13])=[CH:38][CH:39]=1, predict the reactants needed to synthesize it. The reactants are: ClC1C=C2C(=CC=1)N(CC(O)=[O:13])C(C)=C2C1C2C(=CC=CC=2)C(=O)N(CC2C=CC(Cl)=C(F)C=2)N=1.Cl[C:37]1[N:42]=[N:41][C:40]([C:43]2[C:51]3[C:46](=[CH:47][CH:48]=[C:49]([F:52])[CH:50]=3)[N:45]([CH2:53][C:54]([O:56][CH3:57])=[O:55])[C:44]=2[CH3:58])=[CH:39][CH:38]=1. (3) Given the product [Cl:1][C:2]1[CH:3]=[C:4]2[C:9](=[CH:10][CH:11]=1)[CH:8]=[C:7]([S:12]([NH:15][C@H:16]1[CH2:20][CH2:19][N:18]([C@@H:21]([CH3:29])[C:22]([OH:24])=[O:23])[C:17]1=[O:30])(=[O:14])=[O:13])[CH:6]=[CH:5]2, predict the reactants needed to synthesize it. The reactants are: [Cl:1][C:2]1[CH:3]=[C:4]2[C:9](=[CH:10][CH:11]=1)[CH:8]=[C:7]([S:12]([NH:15][C@H:16]1[CH2:20][CH2:19][N:18]([C@@H:21]([CH3:29])[C:22]([O:24]C(C)(C)C)=[O:23])[C:17]1=[O:30])(=[O:14])=[O:13])[CH:6]=[CH:5]2.FC(F)(F)C(O)=O. (4) The reactants are: [Si:1]([O:8][C@@H:9]1[C@@:28]2([CH3:29])[C:13](=[CH:14][CH:15]=[C:16]3[C@@H:27]2[CH2:26][CH2:25][C@@:24]2([CH3:30])[C@H:17]3[CH2:18][CH:19]=[C:20]2[C@H:21]([OH:23])[CH3:22])[CH2:12][C@@H:11]([O:31][Si:32]([C:35]([CH3:38])([CH3:37])[CH3:36])([CH3:34])[CH3:33])[CH2:10]1)([C:4]([CH3:7])([CH3:6])[CH3:5])([CH3:3])[CH3:2].[H-].[Na+].C1OCCOCCOCCOCCOC1.Br[CH2:57]/[CH:58]=[CH:59]/[C:60]([CH3:70])([O:62][Si:63]([CH2:68][CH3:69])([CH2:66][CH3:67])[CH2:64][CH3:65])[CH3:61]. Given the product [Si:1]([O:8][C@@H:9]1[C@@:28]2([CH3:29])[C:13](=[CH:14][CH:15]=[C:16]3[C@@H:27]2[CH2:26][CH2:25][C@@:24]2([CH3:30])[C@H:17]3[CH2:18][CH:19]=[C:20]2[C@H:21]([O:23][CH2:57]/[CH:58]=[CH:59]/[C:60]([CH3:70])([O:62][Si:63]([CH2:66][CH3:67])([CH2:68][CH3:69])[CH2:64][CH3:65])[CH3:61])[CH3:22])[CH2:12][C@@H:11]([O:31][Si:32]([C:35]([CH3:37])([CH3:36])[CH3:38])([CH3:33])[CH3:34])[CH2:10]1)([C:4]([CH3:7])([CH3:6])[CH3:5])([CH3:3])[CH3:2], predict the reactants needed to synthesize it. (5) Given the product [NH2:3][CH:12]([CH3:26])[C@@H:13]([NH:15][C:16](=[O:25])[O:17][CH2:18][C:19]1[CH:24]=[CH:23][CH:22]=[CH:21][CH:20]=1)[CH3:14], predict the reactants needed to synthesize it. The reactants are: O=C1C2C(=CC=CC=2)C(=O)[N:3]1[CH:12]([CH3:26])[C@@H:13]([NH:15][C:16](=[O:25])[O:17][CH2:18][C:19]1[CH:24]=[CH:23][CH:22]=[CH:21][CH:20]=1)[CH3:14].CN.